Dataset: Reaction yield outcomes from USPTO patents with 853,638 reactions. Task: Predict the reaction yield, written as a fraction of the theoretical maximum amount of product (1.0 means a 100% yield; for example, 0.34 means a 34% yield). (1) The reactants are [OH:1][C:2]1([C:20]2[CH:25]=[CH:24][C:23]([CH:26]([CH3:28])[CH3:27])=[CH:22][C:21]=2[O:29][CH3:30])[C:10](=[O:11])[C:9]2[C:4](=[C:5]([N+:16]([O-])=O)[CH:6]=[CH:7][C:8]=2[NH:12][C:13](=[O:15])[CH3:14])[C:3]1=[O:19].Cl.O. The catalyst is C(O)C.[Fe]. The product is [NH2:16][C:5]1[CH:6]=[CH:7][C:8]([NH:12][C:13](=[O:15])[CH3:14])=[C:9]2[C:4]=1[C:3](=[O:19])[C:2]([OH:1])([C:20]1[CH:25]=[CH:24][C:23]([CH:26]([CH3:27])[CH3:28])=[CH:22][C:21]=1[O:29][CH3:30])[C:10]2=[O:11]. The yield is 0.710. (2) The reactants are [OH:1][C:2]1[CH:7]=[CH:6][C:5]([C@H:8]([NH:10][C:11](=[O:17])[O:12][C:13]([CH3:16])([CH3:15])[CH3:14])[CH3:9])=[CH:4][CH:3]=1. The catalyst is CO.[Rh]. The product is [OH:1][CH:2]1[CH2:7][CH2:6][CH:5]([C@H:8]([NH:10][C:11](=[O:17])[O:12][C:13]([CH3:16])([CH3:15])[CH3:14])[CH3:9])[CH2:4][CH2:3]1. The yield is 0.610. (3) The yield is 1.00. The product is [NH2:40][C:2]1[N:7]=[C:6]([C:8]2[CH:13]=[C:12]([Cl:14])[CH:11]=[CH:10][C:9]=2[CH3:15])[N:5]=[C:4]([NH:16][C:17]2[CH:22]=[CH:21][C:20]([CH2:23][O:24][C:34](=[O:36])[CH2:33][NH:32][C:30]([O:29][C:25]([CH3:28])([CH3:27])[CH3:26])=[O:31])=[CH:19][CH:18]=2)[N:3]=1. The reactants are Cl[C:2]1[N:7]=[C:6]([C:8]2[CH:13]=[C:12]([Cl:14])[CH:11]=[CH:10][C:9]=2[CH3:15])[N:5]=[C:4]([NH:16][C:17]2[CH:22]=[CH:21][C:20]([CH2:23][OH:24])=[CH:19][CH:18]=2)[N:3]=1.[C:25]([O:29][C:30]([NH:32][CH2:33][C:34]([OH:36])=O)=[O:31])([CH3:28])([CH3:27])[CH3:26].CC([N:40]=C=NC(C)C)C. The catalyst is CN(C)C=O. (4) The reactants are C(OC(=O)[NH:10][CH2:11][CH:12]1[O:16][C:15]2[CH:17]=[CH:18][C:19]([CH2:21][CH:22]([N:24]([CH3:31])[C:25](=[O:30])[C:26]([F:29])([F:28])[F:27])[CH3:23])=[CH:20][C:14]=2[O:13]1)C1C=CC=CC=1.[H][H]. The catalyst is CO.[Pd]. The product is [NH2:10][CH2:11][CH:12]1[O:16][C:15]2[CH:17]=[CH:18][C:19]([CH2:21][CH:22]([N:24]([CH3:31])[C:25](=[O:30])[C:26]([F:28])([F:27])[F:29])[CH3:23])=[CH:20][C:14]=2[O:13]1. The yield is 0.860. (5) The reactants are Cl[CH2:2][CH2:3][N:4]1[CH2:9][CH2:8][N:7]([C:10]([O:12][C:13]([CH3:16])([CH3:15])[CH3:14])=[O:11])[CH2:6][CH2:5]1.CO.[CH3:19][NH2:20]. The catalyst is CO. The product is [CH3:19][NH:20][CH2:2][CH2:3][N:4]1[CH2:9][CH2:8][N:7]([C:10]([O:12][C:13]([CH3:16])([CH3:15])[CH3:14])=[O:11])[CH2:6][CH2:5]1. The yield is 0.980.